This data is from Peptide-MHC class I binding affinity with 185,985 pairs from IEDB/IMGT. The task is: Regression. Given a peptide amino acid sequence and an MHC pseudo amino acid sequence, predict their binding affinity value. This is MHC class I binding data. (1) The peptide sequence is AEMRAYHGF. The MHC is HLA-A02:06 with pseudo-sequence HLA-A02:06. The binding affinity (normalized) is 0.0847. (2) The peptide sequence is GEYRSGNNL. The MHC is HLA-B27:05 with pseudo-sequence HLA-B27:05. The binding affinity (normalized) is 0.0847. (3) The peptide sequence is DMQKFTILEY. The MHC is HLA-A03:01 with pseudo-sequence HLA-A03:01. The binding affinity (normalized) is 0. (4) The peptide sequence is KQIGGTLFE. The MHC is HLA-B44:02 with pseudo-sequence HLA-B44:02. The binding affinity (normalized) is 0.213. (5) The peptide sequence is IINAHRIPK. The MHC is HLA-B07:02 with pseudo-sequence HLA-B07:02. The binding affinity (normalized) is 0.0847. (6) The peptide sequence is QTLISLNSMY. The MHC is HLA-A33:01 with pseudo-sequence HLA-A33:01. The binding affinity (normalized) is 0.112.